Task: Predict which catalyst facilitates the given reaction.. Dataset: Catalyst prediction with 721,799 reactions and 888 catalyst types from USPTO (1) Reactant: Cl.[NH2:2][C@H:3]1[CH2:7][CH2:6][N:5]([C:8]2[CH:9]=[C:10]3[C:14](=[CH:15][CH:16]=2)[CH:13]([N:17]([CH3:24])[C:18](=[O:23])[C:19]([F:22])([F:21])[F:20])[CH2:12][CH2:11]3)[C:4]1=[O:25].C(N(CC)C(C)C)(C)C.N1C=CC=CC=1.[Cl:41][C:42]1[CH:43]=[C:44]2[C:49](=[CH:50][CH:51]=1)[CH:48]=[C:47]([S:52](Cl)(=[O:54])=[O:53])[CH:46]=[CH:45]2. Product: [Cl:41][C:42]1[CH:43]=[C:44]2[C:49](=[CH:50][CH:51]=1)[CH:48]=[C:47]([S:52]([NH:2][C@H:3]1[CH2:7][CH2:6][N:5]([C:8]3[CH:9]=[C:10]4[C:14](=[CH:15][CH:16]=3)[CH:13]([N:17]([CH3:24])[C:18](=[O:23])[C:19]([F:21])([F:22])[F:20])[CH2:12][CH2:11]4)[C:4]1=[O:25])(=[O:54])=[O:53])[CH:46]=[CH:45]2. The catalyst class is: 23. (2) Reactant: [Br:1][C:2]1[CH:10]=[C:9]([NH:11][C:12]([O:14][C:15]([CH3:18])([CH3:17])[CH3:16])=[O:13])[C:8]([O:19][CH3:20])=[C:7]2[C:3]=1[C:4]1[CH:31]=[C:30]([CH3:32])[CH:29]=[N:28][C:5]=1[N:6]2[C:21]([O:23][C:24]([CH3:27])([CH3:26])[CH3:25])=[O:22].[H-].[Na+].[CH3:35]I. Product: [Br:1][C:2]1[CH:10]=[C:9]([N:11]([C:12]([O:14][C:15]([CH3:18])([CH3:16])[CH3:17])=[O:13])[CH3:35])[C:8]([O:19][CH3:20])=[C:7]2[C:3]=1[C:4]1[CH:31]=[C:30]([CH3:32])[CH:29]=[N:28][C:5]=1[N:6]2[C:21]([O:23][C:24]([CH3:25])([CH3:26])[CH3:27])=[O:22]. The catalyst class is: 3. (3) Reactant: [CH3:1][N:2]1[C:6]([C:7]2[CH:8]=[C:9]3[C:13](=[CH:14][CH:15]=2)[NH:12][C:11](=O)[CH2:10]3)=[CH:5][C:4]([C:17]([F:20])([F:19])[F:18])=[N:3]1.P(Br)(Br)([Br:23])=O.N1C=CN=C1.C([O-])(O)=O.[Na+]. Product: [Br:23][C:11]1[NH:12][C:13]2[C:9]([CH:10]=1)=[CH:8][C:7]([C:6]1[N:2]([CH3:1])[N:3]=[C:4]([C:17]([F:20])([F:19])[F:18])[CH:5]=1)=[CH:15][CH:14]=2. The catalyst class is: 344. (4) Reactant: [ClH:1].[O:2]1[C@@H:14]2[C@@:15]34[CH2:17][CH2:18][NH:19][C@@H:9]([C@:10]3([O:21][CH2:22][CH2:23][CH2:24][C:25]3[CH:30]=[CH:29][CH:28]=[CH:27][CH:26]=3)[CH2:11][CH2:12][C:13]2=[O:20])[CH2:8][C:7]2=[C:16]4[C:3]1=[C:4]([O:31][CH3:32])[CH:5]=[CH:6]2.C(=O)([O-])[O-].[K+].[K+].[C:39]1([CH2:45][CH2:46]Br)[CH:44]=[CH:43][CH:42]=[CH:41][CH:40]=1. Product: [ClH:1].[O:2]1[C@@H:14]2[C@@:15]34[CH2:17][CH2:18][N:19]([CH2:46][CH2:45][C:39]5[CH:44]=[CH:43][CH:42]=[CH:41][CH:40]=5)[C@@H:9]([C@:10]3([O:21][CH2:22][CH2:23][CH2:24][C:25]3[CH:26]=[CH:27][CH:28]=[CH:29][CH:30]=3)[CH2:11][CH2:12][C:13]2=[O:20])[CH2:8][C:7]2=[C:16]4[C:3]1=[C:4]([O:31][CH3:32])[CH:5]=[CH:6]2. The catalyst class is: 6. (5) Reactant: [CH:1]1([N:5]2[CH2:10][CH2:9][CH:8]([O:11][C:12]3[S:13][C:14]4[CH2:15][NH:16][CH2:17][CH2:18][C:19]=4[N:20]=3)[CH2:7][CH2:6]2)[CH2:4][CH2:3][CH2:2]1.C(N(CC)CC)C.[C:28](Cl)(=[O:31])[CH2:29][CH3:30]. Product: [CH:1]1([N:5]2[CH2:6][CH2:7][CH:8]([O:11][C:12]3[S:13][C:14]4[CH2:15][N:16]([C:28](=[O:31])[CH2:29][CH3:30])[CH2:17][CH2:18][C:19]=4[N:20]=3)[CH2:9][CH2:10]2)[CH2:2][CH2:3][CH2:4]1. The catalyst class is: 4. (6) Reactant: [F:1][C:2]1[CH:3]=[C:4]([CH:14]=[CH:15][CH:16]=1)[CH2:5][C:6]1[O:10][N:9]=[C:8]([C:11]([OH:13])=O)[CH:7]=1.[Cl:17][C:18]1[CH:19]=[C:20]2[C:24](=[CH:25][CH:26]=1)[N:23]([CH3:27])[CH:22]=[C:21]2[CH2:28][CH2:29][NH2:30].CN(C(ON1N=NC2C=CC=NC1=2)=[N+](C)C)C.F[P-](F)(F)(F)(F)F. Product: [Cl:17][C:18]1[CH:19]=[C:20]2[C:24](=[CH:25][CH:26]=1)[N:23]([CH3:27])[CH:22]=[C:21]2[CH2:28][CH2:29][NH:30][C:11]([C:8]1[CH:7]=[C:6]([CH2:5][C:4]2[CH:14]=[CH:15][CH:16]=[C:2]([F:1])[CH:3]=2)[O:10][N:9]=1)=[O:13]. The catalyst class is: 3. (7) Product: [O:1]=[C:2]1[NH:18][C:5]2=[CH:6][C:7]3[CH:8]=[C:9]([C:13]([OH:15])=[O:14])[NH:10][C:11]=3[CH:12]=[C:4]2[NH:3]1. The catalyst class is: 6. Reactant: [O:1]=[C:2]1[NH:18][C:5]2=[CH:6][C:7]3[CH:8]=[C:9]([C:13]([O:15]CC)=[O:14])[NH:10][C:11]=3[CH:12]=[C:4]2[NH:3]1. (8) Reactant: [O:1]1[C:5]2[CH:6]=[CH:7][C:8]([C:10]3([OH:25])[C:18]4[C:13](=[CH:14][CH:15]=[CH:16][CH:17]=4)[N:12]([CH2:19][CH2:20][CH2:21][CH2:22][CH3:23])[C:11]3=[O:24])=[CH:9][C:4]=2[O:3][CH2:2]1.[H-].[Na+].I[CH3:29]. Product: [O:1]1[C:5]2[CH:6]=[CH:7][C:8]([C:10]3([O:25][CH3:29])[C:18]4[C:13](=[CH:14][CH:15]=[CH:16][CH:17]=4)[N:12]([CH2:19][CH2:20][CH2:21][CH2:22][CH3:23])[C:11]3=[O:24])=[CH:9][C:4]=2[O:3][CH2:2]1. The catalyst class is: 1. (9) Reactant: [Cl:1][C:2]1[CH:3]=[C:4]([N+:24]([O-])=O)[C:5]([CH3:23])=[C:6]([CH:22]=1)[CH2:7][N:8]1[CH2:13][CH2:12][N:11]([C:14]([CH:16]2[CH2:20][CH2:19][CH2:18][CH2:17]2)=[O:15])[C@@H:10]([CH3:21])[CH2:9]1. Product: [NH2:24][C:4]1[C:5]([CH3:23])=[C:6]([CH:22]=[C:2]([Cl:1])[CH:3]=1)[CH2:7][N:8]1[CH2:13][CH2:12][N:11]([C:14]([CH:16]2[CH2:20][CH2:19][CH2:18][CH2:17]2)=[O:15])[C@@H:10]([CH3:21])[CH2:9]1. The catalyst class is: 180. (10) Reactant: [CH:1]1([N:5]2[C:13]3[C:8](=[CH:9][CH:10]=[C:11]([O:14]C)[CH:12]=3)[C:7]([C:16]#[N:17])=[CH:6]2)[CH2:4][CH2:3][CH2:2]1.B(Br)(Br)Br.[OH-].[Na+]. Product: [CH:1]1([N:5]2[C:13]3[C:8](=[CH:9][CH:10]=[C:11]([OH:14])[CH:12]=3)[C:7]([C:16]#[N:17])=[CH:6]2)[CH2:2][CH2:3][CH2:4]1. The catalyst class is: 2.